Dataset: Reaction yield outcomes from USPTO patents with 853,638 reactions. Task: Predict the reaction yield, written as a fraction of the theoretical maximum amount of product (1.0 means a 100% yield; for example, 0.34 means a 34% yield). (1) The reactants are [F:1][C:2]1[CH:3]=[C:4]2[C:12](=[CH:13][CH:14]=1)[N:11]([CH2:15][C:16]1[CH:25]=[CH:24][C:19]([C:20]([O:22][CH3:23])=[O:21])=[CH:18][CH:17]=1)[C:10]1[CH2:9][C:8]([CH3:27])([CH3:26])[C:7](=[CH2:28])[C:6](=[O:29])[C:5]2=1.[CH3:30][C:31]1[NH:32][CH:33]=[CH:34][N:35]=1. The catalyst is C1(C)C=CC=CC=1. The product is [F:1][C:2]1[CH:3]=[C:4]2[C:12](=[CH:13][CH:14]=1)[N:11]([CH2:15][C:16]1[CH:25]=[CH:24][C:19]([C:20]([O:22][CH3:23])=[O:21])=[CH:18][CH:17]=1)[C:10]1[CH2:9][C:8]([CH3:26])([CH3:27])[CH:7]([CH2:28][N:32]3[CH:33]=[CH:34][N:35]=[C:31]3[CH3:30])[C:6](=[O:29])[C:5]2=1. The yield is 0.560. (2) The reactants are [Br:1][C:2]1[CH:11]=[CH:10][C:9]2[CH:7]3[O:8][CH:6]3[CH2:5][C:4]=2[CH:3]=1.[CH3:12][C:13]1([N:26]2[CH2:31][CH2:30][NH:29][C@@H:28]([CH3:32])[CH2:27]2)[CH2:18][CH2:17][N:16]([C:19]([O:21][C:22]([CH3:25])([CH3:24])[CH3:23])=[O:20])[CH2:15][CH2:14]1. The catalyst is C(O)C. The product is [Br:1][C:2]1[CH:3]=[C:4]2[C:9](=[CH:10][CH:11]=1)[C@@H:7]([N:29]1[CH2:30][CH2:31][N:26]([C:13]3([CH3:12])[CH2:18][CH2:17][N:16]([C:19]([O:21][C:22]([CH3:25])([CH3:24])[CH3:23])=[O:20])[CH2:15][CH2:14]3)[CH2:27][C@@H:28]1[CH3:32])[C@H:6]([OH:8])[CH2:5]2. The yield is 0.494. (3) The reactants are Cl[C:2]1[N:6]([CH2:7][CH:8]2[CH2:10][CH2:9]2)[N:5]=[CH:4][C:3]=1[N+:11]([O-:13])=[O:12].[F:14][C:15]([F:27])([F:26])[C:16]([NH:18][C@@H:19]1[CH2:25][CH2:24][CH2:23][NH:22][CH2:21][CH2:20]1)=[O:17]. No catalyst specified. The product is [CH:8]1([CH2:7][N:6]2[C:2]([N:22]3[CH2:23][CH2:24][CH2:25][C@@H:19]([NH:18][C:16](=[O:17])[C:15]([F:26])([F:14])[F:27])[CH2:20][CH2:21]3)=[C:3]([N+:11]([O-:13])=[O:12])[CH:4]=[N:5]2)[CH2:10][CH2:9]1. The yield is 0.550. (4) The reactants are [NH:1]1[C:9]2[C:4](=[CH:5][CH:6]=[CH:7][CH:8]=2)[CH:3]=[C:2]1[CH2:10][C:11]([O:13][CH2:14][CH3:15])=[O:12].[C:16](=O)([O:22]C(C)(C)C)[O:17][C:18]([CH3:21])([CH3:20])[CH3:19]. The catalyst is ClCCl.CN(C)C1C=CN=CC=1. The product is [CH2:14]([O:13][C:11]([CH2:10][C:2]1([C:16]([O:17][C:18]([CH3:21])([CH3:20])[CH3:19])=[O:22])[CH2:3][C:4]2[C:9](=[CH:8][CH:7]=[CH:6][CH:5]=2)[NH:1]1)=[O:12])[CH3:15]. The yield is 0.910. (5) The reactants are [Cl:1][C:2]1[CH:14]=[CH:13][C:5]([C:6]([NH:8][NH:9][C:10](=[NH:12])[NH2:11])=O)=[CH:4][CH:3]=1. The catalyst is C1(OC2C=CC=CC=2)C=CC=CC=1. The product is [Cl:1][C:2]1[CH:14]=[CH:13][C:5]([C:6]2[N:11]=[C:10]([NH2:12])[NH:9][N:8]=2)=[CH:4][CH:3]=1. The yield is 0.520. (6) The reactants are [Cl:1][C:2]1[CH:3]=[C:4]([CH:13]=[CH:14][CH:15]=1)[O:5][C:6]1[S:10][C:9]([CH2:11][NH2:12])=[CH:8][CH:7]=1.[N:16]1[CH:17]=[CH:18][N:19]2[CH:24]=[C:23]([C:25](O)=[O:26])[CH:22]=[CH:21][C:20]=12.F[P-](F)(F)(F)(F)F.N1(O[P+](N(C)C)(N(C)C)N(C)C)C2C=CC=CC=2N=N1.C(N(CC)CC)C. The catalyst is CN(C)C=O.O. The product is [Cl:1][C:2]1[CH:3]=[C:4]([CH:13]=[CH:14][CH:15]=1)[O:5][C:6]1[S:10][C:9]([CH2:11][NH:12][C:25]([C:23]2[CH:22]=[CH:21][C:20]3[N:19]([CH:18]=[CH:17][N:16]=3)[CH:24]=2)=[O:26])=[CH:8][CH:7]=1. The yield is 0.890.